Dataset: Reaction yield outcomes from USPTO patents with 853,638 reactions. Task: Predict the reaction yield, written as a fraction of the theoretical maximum amount of product (1.0 means a 100% yield; for example, 0.34 means a 34% yield). (1) The reactants are Br[CH2:2][CH2:3][CH2:4][CH2:5][CH2:6][CH2:7][O:8][C:9]1[CH:10]=[C:11]2[C:15](=[CH:16][CH:17]=1)[N:14]([C:18]1[CH:23]=[CH:22][C:21]([F:24])=[CH:20][CH:19]=1)[CH:13]=[CH:12]2.[H-].[Na+].[CH3:27][CH2:28]OCC.O.[CH3:33][N:34]([CH:36]=O)C. No catalyst specified. The product is [CH:36]1([N:34]([CH2:2][CH2:3][CH2:4][CH2:5][CH2:6][CH2:7][O:8][C:9]2[CH:10]=[C:11]3[C:15](=[CH:16][CH:17]=2)[N:14]([C:18]2[CH:23]=[CH:22][C:21]([F:24])=[CH:20][CH:19]=2)[CH:13]=[CH:12]3)[CH3:33])[CH2:28][CH2:27]1. The yield is 0.730. (2) The reactants are Cl.Cl.[CH3:3][O:4][C:5]1[CH:10]=[CH:9][C:8]([NH:11][C:12]2[C:13]([NH2:18])=[CH:14][CH:15]=[CH:16][CH:17]=2)=[CH:7][CH:6]=1.[CH3:19][C:20]1[O:24][N:23]=[CH:22][C:21]=1[C:25](O)=[O:26].CCN(CC)CC. The catalyst is CN(C1C=CN=CC=1)C.C(Cl)Cl.CCOC(C)=O. The product is [CH3:3][O:4][C:5]1[CH:6]=[CH:7][C:8]([NH:11][C:12]2[CH:17]=[CH:16][CH:15]=[CH:14][C:13]=2[NH:18][C:25]([C:21]2[CH:22]=[N:23][O:24][C:20]=2[CH3:19])=[O:26])=[CH:9][CH:10]=1. The yield is 0.690. (3) The reactants are OCC(CO)O.C([O:14][CH2:15][CH:16]([CH2:19][O:20][Si:21]([C:24]([CH3:27])([CH3:26])[CH3:25])([CH3:23])[CH3:22])[O:17][CH3:18])C1C=CC=CC=1. The catalyst is [Pd].CO. The product is [Si:21]([O:20][CH2:19][CH:16]([CH2:15][OH:14])[O:17][CH3:18])([C:24]([CH3:27])([CH3:26])[CH3:25])([CH3:23])[CH3:22]. The yield is 0.990. (4) The reactants are C[Si]([C:5]#[N:6])(C)C.[NH2:7][C:8]1[CH:13]=[CH:12][C:11]([CH3:14])=[CH:10][CH:9]=1.[C:15]1(=O)[CH2:19][CH2:18][CH2:17][CH2:16]1. The catalyst is ClCCl. The product is [CH3:14][C:11]1[CH:12]=[CH:13][C:8]([NH:7][C:15]2([C:5]#[N:6])[CH2:19][CH2:18][CH2:17][CH2:16]2)=[CH:9][CH:10]=1. The yield is 0.980.